Task: Predict the reaction yield, written as a fraction of the theoretical maximum amount of product (1.0 means a 100% yield; for example, 0.34 means a 34% yield).. Dataset: Reaction yield outcomes from USPTO patents with 853,638 reactions (1) The reactants are FC(F)(C1C=C2C(=CC=1)N=CC(OC)=C2)C(NNC1C=C(C2C=NN(C)C=2)C=CC=1F)=O.[F:33][C:34]([F:50])([C:38]1[CH:39]=[C:40]2[C:45](=[CH:46][CH:47]=1)[N:44]=[CH:43][C:42]([O:48][CH3:49])=[CH:41]2)[C:35]([OH:37])=O.S(Cl)(Cl)=O.C(N(CC)CC)C.[F:62][C:63]1[C:64]([NH:75][NH2:76])=[N:65][CH:66]=[C:67]([C:69]2[CH:70]=[N:71][N:72]([CH3:74])[CH:73]=2)[CH:68]=1. The catalyst is CN(C)C1C=CN=CC=1.C(Cl)Cl.CO.CN(C=O)C. The product is [F:50][C:34]([F:33])([C:38]1[CH:39]=[C:40]2[C:45](=[CH:46][CH:47]=1)[N:44]=[CH:43][C:42]([O:48][CH3:49])=[CH:41]2)[C:35]([NH:76][NH:75][C:64]1[C:63]([F:62])=[CH:68][C:67]([C:69]2[CH:70]=[N:71][N:72]([CH3:74])[CH:73]=2)=[CH:66][N:65]=1)=[O:37]. The yield is 0.331. (2) The reactants are [CH2:1]([N:8]([CH2:19][C:20]1[CH:25]=[CH:24][CH:23]=[CH:22][CH:21]=1)[C:9]1[C:16]([CH3:17])=[CH:15][C:12]([CH:13]=[O:14])=[C:11]([CH3:18])[CH:10]=1)[C:2]1[CH:7]=[CH:6][CH:5]=[CH:4][CH:3]=1.[CH2:26](O)[CH2:27][OH:28].C1(C)C=CC(S(O)(=O)=O)=CC=1.S([O-])([O-])(=O)=O.[Mg+2]. The catalyst is C1(C)C=CC=CC=1.CCOC(C)=O. The product is [CH2:19]([N:8]([CH2:1][C:2]1[CH:3]=[CH:4][CH:5]=[CH:6][CH:7]=1)[C:9]1[CH:10]=[C:11]([CH3:18])[C:12]([CH:13]2[O:28][CH2:27][CH2:26][O:14]2)=[CH:15][C:16]=1[CH3:17])[C:20]1[CH:21]=[CH:22][CH:23]=[CH:24][CH:25]=1. The yield is 0.780. (3) The reactants are [C:1]([O:5][C:6](=[O:20])[C@@H:7]([N:9]1[C:17](=[O:18])[C:16]2[C:11](=[CH:12][CH:13]=[CH:14][CH:15]=2)[C:10]1=[O:19])[CH3:8])([CH3:4])([CH3:3])[CH3:2].[BH4-].[Na+]. The catalyst is C1COCC1.CO. The product is [C:1]([O:5][C:6](=[O:20])[C@@H:7]([N:9]1[C:10](=[O:19])[C:11]2[C:16](=[CH:15][CH:14]=[CH:13][CH:12]=2)[CH:17]1[OH:18])[CH3:8])([CH3:2])([CH3:3])[CH3:4]. The yield is 0.660. (4) The reactants are [CH2:1]([O:8][C:9]1[CH:14]=[CH:13][C:12](Br)=[CH:11][N:10]=1)[C:2]1[CH:7]=[CH:6][CH:5]=[CH:4][CH:3]=1.C([Li])CCC.CN(C)[CH:23]=[O:24].O. The catalyst is C(OCC)C.C(OCC)(=O)C. The product is [CH2:1]([O:8][C:9]1[N:10]=[CH:11][C:12]([CH:23]=[O:24])=[CH:13][CH:14]=1)[C:2]1[CH:7]=[CH:6][CH:5]=[CH:4][CH:3]=1. The yield is 0.860. (5) The reactants are F[C:2](F)(F)[C:3]([OH:5])=O.F[C:9](F)(F)[C:10]([OH:12])=O.[NH2:15][C:16]1[N:21]=[CH:20][N:19]=[C:18]2[N:22]([CH:26]([C:28]3[CH:35]=[C:34]([CH3:36])[C:31]([C:32]#[N:33])=[C:30]([CH:37]4[CH2:40][NH:39][CH2:38]4)[C:29]=3OCC)[CH3:27])[N:23]=[C:24]([CH3:25])[C:17]=12.CCN(C(C)C)C(C)C.[C:53](O)(=[O:56])CC.F[P-](F)(F)(F)(F)F.[CH3:65][N+](C)=C(N(C)C)ON1C2N=CC=CC=2N=N1. The catalyst is CN(C)C=O. The product is [NH2:15][C:16]1[N:21]=[CH:20][N:19]=[C:18]2[N:22]([CH:26]([C:28]3[CH:35]=[C:34]([CH3:36])[C:31]([C:32]#[N:33])=[C:30]([CH:37]4[CH2:40][N:39]([C:53](=[O:56])[C:10]([OH:12])([CH3:9])[CH3:65])[CH2:38]4)[C:29]=3[O:5][CH2:3][CH3:2])[CH3:27])[N:23]=[C:24]([CH3:25])[C:17]=12. The yield is 0.510. (6) The reactants are [NH2:1][C:2]1[CH:7]=[CH:6][C:5]([S:8]([N:11]=[C:12]([N:16]2[N:20]=[CH:19][C:18]3([CH2:25][CH2:24][N:23]([CH2:26][C:27]4[CH:32]=[CH:31][CH:30]=[CH:29][CH:28]=4)[CH2:22][CH2:21]3)[CH2:17]2)[NH:13][CH2:14][CH3:15])(=[O:10])=[O:9])=[CH:4][CH:3]=1.[C:33](O[C:33]([O:35][C:36]([CH3:39])([CH3:38])[CH3:37])=[O:34])([O:35][C:36]([CH3:39])([CH3:38])[CH3:37])=[O:34]. The catalyst is O1CCOCC1. The product is [C:36]([O:35][C:33](=[O:34])[NH:1][C:2]1[CH:3]=[CH:4][C:5]([S:8](=[O:10])(=[O:9])[N:11]=[C:12]([N:16]2[N:20]=[CH:19][C:18]3([CH2:25][CH2:24][N:23]([CH2:26][C:27]4[CH:28]=[CH:29][CH:30]=[CH:31][CH:32]=4)[CH2:22][CH2:21]3)[CH2:17]2)[NH:13][CH2:14][CH3:15])=[CH:6][CH:7]=1)([CH3:39])([CH3:38])[CH3:37]. The yield is 0.870. (7) The reactants are [OH:1][CH2:2][CH:3]([NH:5][C:6](=[O:14])[C:7]1[CH:12]=[CH:11][CH:10]=[C:9](I)[CH:8]=1)[CH3:4].[C:15]([OH:22])(=[O:21])[CH2:16][CH2:17][CH2:18][C:19]#[CH:20]. No catalyst specified. The product is [OH:1][CH2:2][CH:3]([NH:5][C:6]([C:7]1[CH:8]=[C:9]([C:20]#[C:19][CH2:18][CH2:17][CH2:16][C:15]([OH:22])=[O:21])[CH:10]=[CH:11][CH:12]=1)=[O:14])[CH3:4]. The yield is 0.990.